Predict the product of the given reaction. From a dataset of Forward reaction prediction with 1.9M reactions from USPTO patents (1976-2016). (1) Given the reactants C(OP([CH2:9][C:10]#[N:11])(OCC)=O)C.[H-].[Na+].[C:14]([O:17][CH2:18][C:19]([CH3:48])([CH3:47])[CH2:20][N:21]1[C:27]2[CH:28]=[CH:29][C:30]([Cl:32])=[CH:31][C:26]=2[C@@H:25]([C:33]2[CH:38]=[CH:37][CH:36]=[C:35]([O:39][CH3:40])[C:34]=2[O:41][CH3:42])[O:24][C@H:23]([CH2:43][CH:44]=O)[C:22]1=[O:46])(=[O:16])[CH3:15], predict the reaction product. The product is: [C:14]([O:17][CH2:18][C:19]([CH3:47])([CH3:48])[CH2:20][N:21]1[C:27]2[CH:28]=[CH:29][C:30]([Cl:32])=[CH:31][C:26]=2[C@@H:25]([C:33]2[CH:38]=[CH:37][CH:36]=[C:35]([O:39][CH3:40])[C:34]=2[O:41][CH3:42])[O:24][C@H:23]([CH2:43]/[CH:44]=[CH:9]/[C:10]#[N:11])[C:22]1=[O:46])(=[O:16])[CH3:15]. (2) Given the reactants [H-].[H-].[H-].[H-].[Li+].[Al+3].[Cl:7][C:8]1[CH:13]=[CH:12][C:11]([C:14]2[CH:19]=[CH:18][C:17]([C:20]([CH3:27])=[CH:21][C:22](OCC)=[O:23])=[CH:16][CH:15]=2)=[CH:10][CH:9]=1, predict the reaction product. The product is: [Cl:7][C:8]1[CH:9]=[CH:10][C:11]([C:14]2[CH:19]=[CH:18][C:17]([CH:20]([CH3:27])[CH:21]=[CH:22][OH:23])=[CH:16][CH:15]=2)=[CH:12][CH:13]=1. (3) Given the reactants [CH3:1][C:2]1([CH3:29])[O:6][C:5](=[O:7])[N:4]([C:8]2[CH:13]=[CH:12][C:11](B3OC(C)(C)C(C)(C)O3)=[CH:10][CH:9]=2)[C@H:3]1[C:23]1[CH:28]=[CH:27][CH:26]=[CH:25][CH:24]=1.Br[C:31]1[C:32](=[O:41])[NH:33][C:34]2[C:39]([CH:40]=1)=[CH:38][CH:37]=[N:36][CH:35]=2.C(=O)([O-])[O-].[Na+].[Na+].O1CCOCC1, predict the reaction product. The product is: [CH3:1][C:2]1([CH3:29])[O:6][C:5](=[O:7])[N:4]([C:8]2[CH:13]=[CH:12][C:11]([C:31]3[C:32](=[O:41])[NH:33][C:34]4[C:39]([CH:40]=3)=[CH:38][CH:37]=[N:36][CH:35]=4)=[CH:10][CH:9]=2)[C@H:3]1[C:23]1[CH:28]=[CH:27][CH:26]=[CH:25][CH:24]=1. (4) The product is: [Br:22][CH2:2][CH2:3][CH2:4][C:5]([C:14]1[CH:19]=[CH:18][C:17]([OH:20])=[CH:16][CH:15]=1)([C:7]1[CH:12]=[CH:11][C:10]([OH:13])=[CH:9][CH:8]=1)[CH3:6]. Given the reactants O[CH2:2][CH2:3][CH2:4][C:5]([C:14]1[CH:19]=[CH:18][C:17]([OH:20])=[CH:16][CH:15]=1)([C:7]1[CH:12]=[CH:11][C:10]([OH:13])=[CH:9][CH:8]=1)[CH3:6].C(Br)(Br)(Br)[Br:22].C1(P(C2C=CC=CC=2)C2C=CC=CC=2)C=CC=CC=1, predict the reaction product. (5) Given the reactants CS[C:3]1[N:7]=[C:6]([C:8]2[CH:13]=[CH:12][CH:11]=[C:10]([F:14])[C:9]=2[F:15])[S:5][N:4]=1.Cl[C:17]1[CH:18]=[C:19](C=CC=1)[C:20](OO)=[O:21].C(=O)(O)[O-].[Na+], predict the reaction product. The product is: [F:15][C:9]1[C:10]([F:14])=[CH:11][CH:12]=[CH:13][C:8]=1[C:6]1[S:5][N:4]=[C:3]([O:21][CH2:20][C:19]#[C:18][CH3:17])[N:7]=1. (6) Given the reactants [CH3:1][N:2]([CH3:46])[C:3]([NH:5][C:6]1[CH:11]=[CH:10][C:9]([C:12]2[C:16]([C:17]3[CH:22]=[CH:21][N:20]=[C:19]4[NH:23][C:24]([C:26]5[CH:27]=[N:28][C:29]([N:32]6[CH2:37][CH2:36][N:35](C(OC(C)(C)C)=O)[CH2:34][CH2:33]6)=[N:30][CH:31]=5)=[CH:25][C:18]=34)=[CH:15][N:14]([CH3:45])[N:13]=2)=[CH:8][CH:7]=1)=[O:4].FC(F)(F)C(O)=O, predict the reaction product. The product is: [CH3:1][N:2]([CH3:46])[C:3]([NH:5][C:6]1[CH:11]=[CH:10][C:9]([C:12]2[C:16]([C:17]3[CH:22]=[CH:21][N:20]=[C:19]4[NH:23][C:24]([C:26]5[CH:31]=[N:30][C:29]([N:32]6[CH2:37][CH2:36][NH:35][CH2:34][CH2:33]6)=[N:28][CH:27]=5)=[CH:25][C:18]=34)=[CH:15][N:14]([CH3:45])[N:13]=2)=[CH:8][CH:7]=1)=[O:4].